The task is: Binary Classification. Given a miRNA mature sequence and a target amino acid sequence, predict their likelihood of interaction.. This data is from Experimentally validated miRNA-target interactions with 360,000+ pairs, plus equal number of negative samples. (1) The miRNA is hsa-miR-6887-5p with sequence UGGGGGGACAGAUGGAGAGGACA. The protein sequence of the target gene is MDNQCTVQVRLELGHRAQLRKKPTTEGFTHDWMVFVRGPEQCDIQHFVEKVVFWLHDSFPKPRRVCKEPPYKVEESGYAGFIMPIEVHFKNKEEPRKVCFTYDLFLNLEGNPPVNHLRCEKLTFNNPTTEFRYKLLRAGGVMVMPEGADTVSRPSPDYPMLPTIPLSAFSDPKKTKPSHGSKDANKESSKTSKPHKVTKEHRERPRKDSESKSSSKELEREQAKSSKDTSRKLGEGRLPKEEKAPPPKAAFKEPKMALKETKLESTSPKGGPPPPPPPPPRASSKRPATADSPKPSAKKQ.... Result: 1 (interaction). (2) The miRNA is hsa-miR-4445-5p with sequence AGAUUGUUUCUUUUGCCGUGCA. The protein sequence of the target gene is MKVWLLLGLLLVHEALEDVTGQHLPKNKRPKEPGENRIKPTNKKVKPKIPKMKDRDSANSAPKTQSIMMQVLDKGRFQKPAATLSLLAGQTVELRCKGSRIGWSYPAYLDTFKDSRLSVKQNERYGQLTLVNSTSADTGEFSCWVQLCSGYICRKDEAKTGSTYIFFTEKGELFVPSPSYFDVVYLNPDRQAVVPCRVTVLSAKVTLHREFPAKEIPANGTDIVYDMKRGFVYLQPHSEHQGVVYCRAEAGGRSQISVKYQLLYVAVPSGPPSTTILASSNKVKSGDDISVLCTVLGEPD.... Result: 0 (no interaction). (3) The miRNA is hsa-miR-1306-5p with sequence CCACCUCCCCUGCAAACGUCCA. The protein sequence of the target gene is MEEILRKLQKEASGSKYKAIKESCTWALETLGGLDTIVKIPPHVLREKCLLPLQLALESKNVKLAQHALAGMQKLLSEERFVSMETDSDEKQLLNQILNAVKVTPSLNEDLQVEVMKVLLCITYTPTFDLNGSAVLKIAEVCIETYISSCHQRSINTAVRATLSQMLSDLTLQLRQRQENTIIENPDVPQDFGNQGSTVESLCDDVVSVLTVLCEKLQAAINDSQQLQLLYLECILSVLSSSSSSMHLHRRFTDLIWKNLCPALIVILGNPIHDKTITSAHTSSTSTSLESDSASPGVSD.... Result: 1 (interaction). (4) The miRNA is hsa-miR-4693-3p with sequence UGAGAGUGGAAUUCACAGUAUUU. The protein sequence of the target gene is MEYERRGGRGDRTGRYGATDRSQDDGGENRSRDHDYRDMDYRSYPREYGSQEGKHDYDDSSEEQSAEDSYEASPGSETQRRRRRRHRHSPTGPPGFPRDGDYRDQDYRTEQGEEEEEEEDEEEEEKASNIVMLRMLPQAATEDDIRGQLQSHGVQAREVRLMRNKSSGQSRGFAFVEFSHLQDATRWMEANQHSLNILGQKVSMHYSDPKPKINEDWLCNKCGVQNFKRREKCFKCGVPKSEAEQKLPLGTRLDQQTLPLGGRELSQGLLPLPQPYQAQGVLASQALSQGSEPSSENAND.... Result: 0 (no interaction). (5) The miRNA is hsa-miR-3152-3p with sequence UGUGUUAGAAUAGGGGCAAUAA. The protein sequence of the target gene is MTTVTVTTEIPPRDKMEDNSALYESTSAHIIEETEYVKKIRTTLQKIRTQMFKDEIRHDSTNHKLDAKHCGNLQQGSDSEMDPSCCSLDLLMKKIKGKDLQLLEMNKENEVLKIKLQASREAGAAALRNVAQRLFENYQTQSEEVRKKQEDSKQLLQVNKLEKEQKLKQHVENLNQVAEKLEEKHSQITELENLVQRMEKEKRTLLERKLSLENKLLQLKSSATYGKSCQDLQREISILQEQISHLQFVIHSQHQNLRSVIQEMEGLKNNLKEQDKRIENLREKVNILEAQNKELKTQVA.... Result: 0 (no interaction).